The task is: Predict the reactants needed to synthesize the given product.. This data is from Retrosynthesis with 50K atom-mapped reactions and 10 reaction types from USPTO. (1) Given the product CCCCCCCCNc1ccc(C(=O)OCC)cc1[N+](=O)[O-], predict the reactants needed to synthesize it. The reactants are: CCCCCCCCN.CCOC(=O)c1ccc(Cl)c([N+](=O)[O-])c1. (2) Given the product COc1ccc(Cl)c(CO)c1Cl, predict the reactants needed to synthesize it. The reactants are: COc1ccc(Cl)c(C=O)c1Cl. (3) Given the product COc1ccc(/C=C(\C)C(=O)c2cc(OC)c(OC)c(OC)c2)cc1, predict the reactants needed to synthesize it. The reactants are: CCC(=O)c1cc(OC)c(OC)c(OC)c1.COc1ccc(C=O)cc1. (4) Given the product C[C@H]1CN(c2ccncc2N)C[C@@H](NC(=O)OC(C)(C)C)[C@@H]1O[Si](C)(C)C(C)(C)C, predict the reactants needed to synthesize it. The reactants are: C[C@H]1CN(c2ccncc2[N+](=O)[O-])C[C@@H](NC(=O)OC(C)(C)C)[C@@H]1O[Si](C)(C)C(C)(C)C. (5) Given the product CC1(C)OC(C)(C)C(OCc2cnc(-c3ccc(Cl)cc3)[se]2)=CC1=O, predict the reactants needed to synthesize it. The reactants are: CC1(C)OC(C)(C)C(Cl)=CC1=O.OCc1cnc(-c2ccc(Cl)cc2)[se]1.